Task: Predict the reactants needed to synthesize the given product.. Dataset: Full USPTO retrosynthesis dataset with 1.9M reactions from patents (1976-2016) (1) Given the product [I:1][C:2]1[CH:3]=[CH:4][C:5]([C@@H:8]2[CH2:10][C@H:9]2[NH:11][CH2:12][CH:13]2[CH2:14][CH2:15][N:16]([CH2:19][C:20]3[CH:21]=[CH:22][C:23]([C:24]([OH:26])=[O:25])=[CH:28][CH:29]=3)[CH2:17][CH2:18]2)=[CH:6][CH:7]=1, predict the reactants needed to synthesize it. The reactants are: [I:1][C:2]1[CH:7]=[CH:6][C:5]([C@@H:8]2[CH2:10][C@H:9]2[NH:11][CH2:12][CH:13]2[CH2:18][CH2:17][N:16]([CH2:19][C:20]3[CH:29]=[CH:28][C:23]([C:24]([O:26]C)=[O:25])=[CH:22][CH:21]=3)[CH2:15][CH2:14]2)=[CH:4][CH:3]=1.[OH-].[Na+]. (2) Given the product [Cl:59][C:60]1[CH:61]=[C:62]2[C:67](=[CH:68][CH:69]=1)[C@@:66]1([CH2:75][O:74][C:73]3[CH:76]=[CH:77][C:78]([C:80]([OH:82])=[O:81])=[CH:79][C:72]=3[N:71]([CH2:83][C@@H:84]3[CH2:87][CH2:86][C@H:85]3[C@@H:88]([OH:100])/[CH:89]=[CH:90]/[CH2:91][C@H:92]([CH2:95][S:96](=[O:98])(=[O:99])[NH2:97])[CH2:93][CH3:94])[CH2:70]1)[CH2:65][CH2:64][CH2:63]2, predict the reactants needed to synthesize it. The reactants are: ClC1C=C2C(=CC=1)[C@@]1(COC3C=CC(C(O)=O)=CC=3N(C[C@@H]3CC[C@H]3[C@@H](O)/C=C/CCC)C1)CCC2.C([C@@H](CC=C)CS(N)(=O)=O)C.C([C@H](CC=C)CS(N)(=O)=O)C.[Cl:59][C:60]1[CH:61]=[C:62]2[C:67](=[CH:68][CH:69]=1)[C@@:66]1([CH2:75][O:74][C:73]3[CH:76]=[CH:77][C:78]([C:80]([OH:82])=[O:81])=[CH:79][C:72]=3[N:71]([CH2:83][C@@H:84]3[CH2:87][CH2:86][C@H:85]3[C@@H:88]([OH:100])/[CH:89]=[CH:90]/[CH2:91][C@@H:92]([CH2:95][S:96](=[O:99])(=[O:98])[NH2:97])[CH2:93][CH3:94])[CH2:70]1)[CH2:65][CH2:64][CH2:63]2. (3) Given the product [CH3:1][C:2]1([CH3:9])[CH2:7][CH:6]([CH3:11])[C:5](=[O:8])[CH:4]=[CH:3]1, predict the reactants needed to synthesize it. The reactants are: [CH3:1][C:2]1([CH3:9])[CH2:7][CH2:6][C:5](=[O:8])[CH:4]=[CH:3]1.[Li+].[CH3:11][Si]([N-][Si](C)(C)C)(C)C.IC.